Task: Predict the reactants needed to synthesize the given product.. Dataset: Full USPTO retrosynthesis dataset with 1.9M reactions from patents (1976-2016) (1) Given the product [Cl:33][C:2]1[C:7]([C:8]#[N:9])=[C:6]([C:10]2[CH:15]=[CH:14][C:13]([O:16][CH2:17][CH2:18][OH:19])=[CH:12][CH:11]=2)[C:5]([C:20]#[N:21])=[C:4]([O:22][CH2:23][CH3:24])[N:3]=1, predict the reactants needed to synthesize it. The reactants are: N[C:2]1[C:7]([C:8]#[N:9])=[C:6]([C:10]2[CH:15]=[CH:14][C:13]([O:16][CH2:17][CH2:18][OH:19])=[CH:12][CH:11]=2)[C:5]([C:20]#[N:21])=[C:4]([O:22][CH2:23][CH3:24])[N:3]=1.N(OCCC(C)C)=O.[ClH:33]. (2) The reactants are: [H-].[Na+].CCCCCC.[Si:9]([O:16][CH2:17][CH2:18][C@H:19]([OH:41])[CH2:20][O:21][C:22]([C:35]1[CH:40]=[CH:39][CH:38]=[CH:37][CH:36]=1)([C:29]1[CH:34]=[CH:33][CH:32]=[CH:31][CH:30]=1)[C:23]1[CH:28]=[CH:27][CH:26]=[CH:25][CH:24]=1)([C:12]([CH3:15])([CH3:14])[CH3:13])([CH3:11])[CH3:10].CS(O[CH2:47][CH2:48][O:49][Si:50]([C:53]([CH3:56])([CH3:55])[CH3:54])([CH3:52])[CH3:51])(=O)=O. Given the product [Si:9]([O:16][CH2:17][CH2:18][C@H:19]([O:41][CH2:47][CH2:48][O:49][Si:50]([C:53]([CH3:56])([CH3:55])[CH3:54])([CH3:52])[CH3:51])[CH2:20][O:21][C:22]([C:23]1[CH:28]=[CH:27][CH:26]=[CH:25][CH:24]=1)([C:29]1[CH:30]=[CH:31][CH:32]=[CH:33][CH:34]=1)[C:35]1[CH:36]=[CH:37][CH:38]=[CH:39][CH:40]=1)([C:12]([CH3:14])([CH3:15])[CH3:13])([CH3:11])[CH3:10], predict the reactants needed to synthesize it.